This data is from Forward reaction prediction with 1.9M reactions from USPTO patents (1976-2016). The task is: Predict the product of the given reaction. (1) Given the reactants [CH3:1][O:2][C:3](=[O:12])[CH2:4][C:5]1[CH:10]=[CH:9][C:8](Br)=[CH:7][CH:6]=1.C1(P(C2CCCCC2)C2C=CC=CC=2C2C(OC)=CC=CC=2OC)CCCCC1.P([O-])([O-])([O-])=O.[K+].[K+].[K+].[CH2:50]([C:52]([C:74]1[CH:79]=[CH:78][C:77](B2OC(C)(C)C(C)(C)O2)=[C:76]([CH3:89])[CH:75]=1)([C:55]1[CH:60]=[CH:59][C:58]([C:61]#[C:62][C:63]([CH2:71][CH3:72])([O:66][Si:67]([CH3:70])([CH3:69])[CH3:68])[CH2:64][CH3:65])=[C:57]([CH3:73])[CH:56]=1)[CH2:53][CH3:54])[CH3:51].C(=O)(O)[O-].[Na+], predict the reaction product. The product is: [CH3:1][O:2][C:3](=[O:12])[CH2:4][C:5]1[CH:10]=[CH:9][C:8]([C:77]2[CH:78]=[CH:79][C:74]([C:52]([CH2:53][CH3:54])([C:55]3[CH:60]=[CH:59][C:58]([C:61]#[C:62][C:63]([CH2:71][CH3:72])([O:66][Si:67]([CH3:68])([CH3:69])[CH3:70])[CH2:64][CH3:65])=[C:57]([CH3:73])[CH:56]=3)[CH2:50][CH3:51])=[CH:75][C:76]=2[CH3:89])=[CH:7][CH:6]=1. (2) Given the reactants C([O-])(C)(C)C.[K+].O[NH:8]C(=O)C.[Cl:12][C:13]1[C:14]([CH3:22])=[CH:15][C:16](F)=[C:17]([CH:20]=1)[C:18]#[N:19].[OH2:23], predict the reaction product. The product is: [Cl:12][C:13]1[C:14]([CH3:22])=[CH:15][C:16]2[O:23][N:19]=[C:18]([NH2:8])[C:17]=2[CH:20]=1. (3) Given the reactants Br[C:2]1[CH:3]=[C:4]2[C:9](=[CH:10][C:11]=1[F:12])[N:8]([CH3:13])[C:7](=[O:14])[CH2:6][CH2:5]2.Br[C:16]1[C:17]([F:28])=[C:18]2[C:23](=[CH:24][CH:25]=1)[N:22]([CH3:26])[C:21](=[O:27])[CH2:20][CH2:19]2.CC1(C)C(C)(C)OB(B2OC(C)(C)C(C)(C)O2)O1.C([O-])(=O)C.[K+].Br[C:53]1[CH:54]=[C:55]([CH2:59][NH:60][S:61]([CH2:64][CH3:65])(=[O:63])=[O:62])[CH:56]=[N:57][CH:58]=1, predict the reaction product. The product is: [F:12][C:11]1[CH:10]=[C:9]2[C:4]([CH2:5][CH2:6][C:7](=[O:14])[N:8]2[CH3:13])=[CH:3][C:2]=1[C:53]1[CH:54]=[C:55]([CH2:59][NH:60][S:61]([CH2:64][CH3:65])(=[O:62])=[O:63])[CH:56]=[N:57][CH:58]=1.[F:28][C:17]1[C:16]([C:53]2[CH:54]=[C:55]([CH2:59][NH:60][S:61]([CH2:64][CH3:65])(=[O:62])=[O:63])[CH:56]=[N:57][CH:58]=2)=[CH:25][CH:24]=[C:23]2[C:18]=1[CH2:19][CH2:20][C:21](=[O:27])[N:22]2[CH3:26]. (4) Given the reactants [C:1]1([S:7]([N:10]2[C:18]3[C:13](=[C:14]([CH2:22][CH:23]([N:37]=C(C4C=CC=CC=4)C4C=CC=CC=4)[C:24]([NH:26][CH2:27][CH2:28][CH2:29][CH2:30][C:31]4[CH:36]=[CH:35][CH:34]=[CH:33][CH:32]=4)=[O:25])[CH:15]=[C:16]([Cl:21])[C:17]=3[O:19][CH3:20])[CH:12]=[N:11]2)(=[O:9])=[O:8])[CH:6]=[CH:5][CH:4]=[CH:3][CH:2]=1.Cl, predict the reaction product. The product is: [ClH:21].[NH2:37][CH:23]([CH2:22][C:14]1[CH:15]=[C:16]([Cl:21])[C:17]([O:19][CH3:20])=[C:18]2[C:13]=1[CH:12]=[N:11][N:10]2[S:7]([C:1]1[CH:6]=[CH:5][CH:4]=[CH:3][CH:2]=1)(=[O:8])=[O:9])[C:24]([NH:26][CH2:27][CH2:28][CH2:29][CH2:30][C:31]1[CH:36]=[CH:35][CH:34]=[CH:33][CH:32]=1)=[O:25]. (5) Given the reactants C(OC([N:8]1[CH2:11][C:10]2([CH2:16][CH2:15][CH2:14][CH2:13][CH2:12]2)[CH:9]1[C:17]([OH:19])=[O:18])=O)(C)(C)C.C(OCC)(=O)C.[ClH:26], predict the reaction product. The product is: [ClH:26].[CH:9]1([C:17]([OH:19])=[O:18])[C:10]2([CH2:16][CH2:15][CH2:14][CH2:13][CH2:12]2)[CH2:11][NH:8]1. (6) Given the reactants O[NH:2][CH2:3][C:4]([NH:6][C@H:7]([C:13]([OH:15])=[O:14])[CH2:8][CH2:9][CH2:10][CH2:11][NH2:12])=[O:5].[CH:16]1[C:21]([N+:22]([O-:24])=[O:23])=[CH:20][CH:19]=[C:18](O)[CH:17]=1.C1CCC(N=C=NC2CCCCC2)CC1.CC[O:43]C(C)=O, predict the reaction product. The product is: [CH:17]1[C:18]([NH:6][C:7]([C:13]([OH:15])=[O:14])=[O:43])=[CH:19][CH:20]=[C:21]([N+:22]([OH:24])=[O:23])[CH:16]=1.[NH2:2][CH2:3][C:4]([NH:6][C@H:7]([C:13]([OH:15])=[O:14])[CH2:8][CH2:9][CH2:10][CH2:11][NH2:12])=[O:5]. (7) Given the reactants [OH-].[Na+].C([O:5][C:6]([C:8]1[CH:9]2[N:26]([C:27]([O:29][C:30]([CH3:33])([CH3:32])[CH3:31])=[O:28])[CH:13]([CH2:14][C:15]=1[C:16]1[S:20][C:19]([CH2:21][O:22][CH2:23][CH2:24][OH:25])=[N:18][CH:17]=1)[CH2:12][N:11]([C:34]([O:36][C:37]([CH3:40])([CH3:39])[CH3:38])=[O:35])[CH2:10]2)=[O:7])C, predict the reaction product. The product is: [C:37]([O:36][C:34]([N:11]1[CH2:10][CH:9]2[N:26]([C:27]([O:29][C:30]([CH3:33])([CH3:32])[CH3:31])=[O:28])[CH:13]([CH2:14][C:15]([C:16]3[S:20][C:19]([CH2:21][O:22][CH2:23][CH2:24][OH:25])=[N:18][CH:17]=3)=[C:8]2[C:6]([OH:7])=[O:5])[CH2:12]1)=[O:35])([CH3:38])([CH3:39])[CH3:40].